Dataset: Forward reaction prediction with 1.9M reactions from USPTO patents (1976-2016). Task: Predict the product of the given reaction. (1) Given the reactants C(N(CC)CC)C.[C:8]([C:10]1[CH:18]=[CH:17][C:13]([C:14]([OH:16])=O)=[C:12]([F:19])[CH:11]=1)#[N:9].F[P-](F)(F)(F)(F)F.C[N+](C)=C(N(C)C)ON1C2N=CC=CC=2N=N1.[OH:44][CH2:45][CH:46]1[NH:51][CH2:50][CH2:49][N:48]([C:52]([O:54][C:55]([CH3:58])([CH3:57])[CH3:56])=[O:53])[CH2:47]1, predict the reaction product. The product is: [C:8]([C:10]1[CH:18]=[CH:17][C:13]([C:14]([N:51]2[CH2:50][CH2:49][N:48]([C:52]([O:54][C:55]([CH3:56])([CH3:57])[CH3:58])=[O:53])[CH2:47][CH:46]2[CH2:45][OH:44])=[O:16])=[C:12]([F:19])[CH:11]=1)#[N:9]. (2) Given the reactants C(N([CH2:6][CH3:7])CC)C.[CH3:8][S:9](Cl)(=[O:11])=[O:10].CC([O:17][CH3:18])(C)C, predict the reaction product. The product is: [S:9]([O-:11])(=[O:17])(=[O:10])[CH3:8].[C:18]([O-:17])(=[O:10])[CH2:6][CH3:7]. (3) Given the reactants [C:1]([O:5][C:6]([NH:8][C:9]1([C:12]([OH:14])=O)[CH2:11][CH2:10]1)=[O:7])([CH3:4])([CH3:3])[CH3:2].FC1C(O)=C(F)C(F)=C(F)C=1F.CCN=C=NCCCN(C)C.Cl.[Li+].CC([N-]C(C)C)C.[CH3:47][O:48][C:49](=[O:51])[CH3:50], predict the reaction product. The product is: [CH3:47][O:48][C:49](=[O:51])[CH2:50][C:12]([C:9]1([NH:8][C:6]([O:5][C:1]([CH3:2])([CH3:3])[CH3:4])=[O:7])[CH2:10][CH2:11]1)=[O:14]. (4) Given the reactants [CH2:1]([NH:8][C:9]1[C:14]([C:15]([C:17]2[C:25]3[C:20](=[CH:21][C:22](Cl)=[CH:23][CH:24]=3)[NH:19][N:18]=2)=[O:16])=[CH:13][CH:12]=[CH:11][N:10]=1)[C:2]1[CH:7]=[CH:6][CH:5]=[CH:4][CH:3]=1.ClC1C=C2C(C=NN2)=CC=1.N1C2C(=CC=CC=2)C=N1, predict the reaction product. The product is: [CH2:1]([NH:8][C:9]1[C:14]([C:15]([C:17]2[C:25]3[C:20](=[CH:21][CH:22]=[CH:23][CH:24]=3)[NH:19][N:18]=2)=[O:16])=[CH:13][CH:12]=[CH:11][N:10]=1)[C:2]1[CH:3]=[CH:4][CH:5]=[CH:6][CH:7]=1.